Dataset: Reaction yield outcomes from USPTO patents with 853,638 reactions. Task: Predict the reaction yield, written as a fraction of the theoretical maximum amount of product (1.0 means a 100% yield; for example, 0.34 means a 34% yield). (1) The reactants are [C:1]([O:7][CH2:8][CH3:9])(=[O:6])[C:2]#[C:3][CH2:4][CH3:5]. The catalyst is [Pd].CC([O-])=O.CC([O-])=O.[Pb+2].C1COCC1.N1C=CC=CC=1. The product is [C:1]([O:7][CH2:8][CH3:9])(=[O:6])/[CH:2]=[CH:3]\[CH2:4][CH3:5]. The yield is 0.980. (2) The catalyst is CN1C(=O)CCC1. The reactants are F[C:2]1[CH:7]=[CH:6][N:5]=[C:4]2[NH:8][CH:9]=[C:10]([N+:11]([O-:13])=[O:12])[C:3]=12.[CH2:14]([N:21]1[CH2:26][CH2:25][NH:24][CH2:23][CH2:22]1)[C:15]1[CH:20]=[CH:19][CH:18]=[CH:17][CH:16]=1.O. The yield is 0.761. The product is [CH2:14]([N:21]1[CH2:26][CH2:25][N:24]([C:2]2[CH:7]=[CH:6][N:5]=[C:4]3[NH:8][CH:9]=[C:10]([N+:11]([O-:13])=[O:12])[C:3]=23)[CH2:23][CH2:22]1)[C:15]1[CH:16]=[CH:17][CH:18]=[CH:19][CH:20]=1. (3) The reactants are [CH3:1]N(C)C=O.C(N(CC)[CH:10]([CH3:12])[CH3:11])(C)C.Cl.N1(C(N)=N)C=CC=N1.C([N:28]([C:32](=[NH:38])[N:33]1[CH:37]=[CH:36][CH:35]=[N:34]1)[C:29](=[O:31])[OH:30])(C)(C)C.[C:39](O[C:39]([O:41][C:42]([CH3:45])([CH3:44])[CH3:43])=[O:40])([O:41][C:42]([CH3:45])([CH3:44])[CH3:43])=[O:40]. The catalyst is O. The product is [C:42]([O:41][C:39]([N:38]=[C:32]([NH:28][C:29](=[O:31])[O:30][C:10]([CH3:11])([CH3:12])[CH3:1])[N:33]1[CH:37]=[CH:36][CH:35]=[N:34]1)=[O:40])([CH3:45])([CH3:44])[CH3:43]. The yield is 0.839. (4) The reactants are [CH2:1]([O:8][C:9]1[C:13]([O:14][CH2:15][C:16]2[CH:21]=[CH:20][CH:19]=[CH:18][CH:17]=2)=[C:12]([C:22]([O:24][CH2:25][CH3:26])=[O:23])[N:11]([C:27]2[CH:32]=[CH:31][C:30]([O:33][CH3:34])=[CH:29][CH:28]=2)[C:10]=1[C:35]([O:37]CC)=[O:36])[C:2]1[CH:7]=[CH:6][CH:5]=[CH:4][CH:3]=1.[OH-].[Na+].[CH2:42]([N:44]([CH2:47][CH3:48])[CH2:45][CH3:46])[CH3:43]. The catalyst is C1COCC1.CCO.O. The product is [CH2:1]([O:8][C:9]1[C:13]([O:14][CH2:15][C:16]2[CH:21]=[CH:20][CH:19]=[CH:18][CH:17]=2)=[C:12]([C:22]([O:24][CH2:25][CH3:26])=[O:23])[N:11]([C:27]2[CH:28]=[CH:29][C:30]([O:33][CH3:34])=[CH:31][CH:32]=2)[C:10]=1[C:35]([O-:37])=[O:36])[C:2]1[CH:3]=[CH:4][CH:5]=[CH:6][CH:7]=1.[CH2:42]([NH+:44]([CH2:47][CH3:48])[CH2:45][CH3:46])[CH3:43]. The yield is 0.830. (5) The reactants are [CH3:1][O:2][C:3]1[CH:4]=[C:5]2[C:10](=[CH:11][C:12]=1[O:13][CH3:14])[N:9]=[CH:8][CH:7]=[C:6]2[O:15][C:16]1[CH:22]=[CH:21][C:19]([NH2:20])=[C:18]([CH3:23])[C:17]=1[CH3:24].[C:25]1([CH3:31])[CH:30]=[CH:29][CH:28]=[CH:27][CH:26]=1.C(N(CC)CC)C.Cl[C:40](Cl)([O:42][C:43](=O)OC(Cl)(Cl)Cl)Cl.CC1C=CC(C[SH:57])=CC=1. The catalyst is C(Cl)Cl. The product is [CH3:1][O:2][C:3]1[CH:4]=[C:5]2[C:10](=[CH:11][C:12]=1[O:13][CH3:14])[N:9]=[CH:8][CH:7]=[C:6]2[O:15][C:16]1[CH:22]=[CH:21][C:19]([NH:20][C:40](=[S:57])[O:42][CH2:43][C:28]2[CH:29]=[CH:30][C:25]([CH3:31])=[CH:26][CH:27]=2)=[C:18]([CH3:23])[C:17]=1[CH3:24]. The yield is 0.600. (6) The reactants are [CH3:1][O:2][C:3]1[CH:44]=[CH:43][C:6]([CH2:7][N:8]2[C:12]3=[N:13][CH:14]=[CH:15][C:16]([O:17][C:18]4[CH:23]=[CH:22][C:21]([N:24]([C:33]5[CH:38]=[CH:37][C:36]([F:39])=[CH:35][CH:34]=5)[C:25]([C:27]5([C:30]([NH2:32])=[O:31])[CH2:29][CH2:28]5)=[O:26])=[CH:20][C:19]=4[F:40])=[C:11]3[C:10]([CH:41]=[CH2:42])=[N:9]2)=[CH:5][CH:4]=1.B1C2CCCC1CCC2.[OH:54]O. The catalyst is C1COCC1. The product is [CH3:1][O:2][C:3]1[CH:4]=[CH:5][C:6]([CH2:7][N:8]2[C:12]3=[N:13][CH:14]=[CH:15][C:16]([O:17][C:18]4[CH:23]=[CH:22][C:21]([N:24]([C:33]5[CH:34]=[CH:35][C:36]([F:39])=[CH:37][CH:38]=5)[C:25]([C:27]5([C:30]([NH2:32])=[O:31])[CH2:29][CH2:28]5)=[O:26])=[CH:20][C:19]=4[F:40])=[C:11]3[C:10]([CH2:41][CH2:42][OH:54])=[N:9]2)=[CH:43][CH:44]=1. The yield is 0.480. (7) The reactants are [Cl:1][C:2]1[CH:3]=[C:4]([CH:7]=[CH:8][C:9]=1[CH2:10][N:11]1[C:19](=[O:20])[C:18]2[C:13](=[CH:14][CH:15]=[CH:16][CH:17]=2)[C:12]1=[O:21])[CH:5]=O.[C:22]([O-])([O-])=O.[K+].[K+]. The catalyst is O1CCOCC1.[Br-].C[P+](C1C=CC=CC=1)(C1C=CC=CC=1)C1C=CC=CC=1. The product is [Cl:1][C:2]1[CH:3]=[C:4]([CH:5]=[CH2:22])[CH:7]=[CH:8][C:9]=1[CH2:10][N:11]1[C:19](=[O:20])[C:18]2[C:13](=[CH:14][CH:15]=[CH:16][CH:17]=2)[C:12]1=[O:21]. The yield is 0.700. (8) The reactants are C[O:2][C:3]1([O:35]C)[C:11](=[O:12])[C:10]2[C:5](=[CH:6][CH:7]=[C:8]([C:13]3[CH:18]=[CH:17][CH:16]=[C:15]([C:19]4[CH:20]=[C:21]5[C:25](=[CH:26][CH:27]=4)[C:24](=[O:28])[C:23]([O:31]C)([O:29]C)[C:22]5=[O:33])[CH:14]=3)[CH:9]=2)[C:4]1=[O:34].C(O)(=O)C.Br. The catalyst is O. The product is [OH:31][C:23]1([OH:29])[C:22](=[O:33])[C:21]2[C:25](=[CH:26][CH:27]=[C:19]([C:15]3[CH:16]=[CH:17][CH:18]=[C:13]([C:8]4[CH:9]=[C:10]5[C:5](=[CH:6][CH:7]=4)[C:4](=[O:34])[C:3]([OH:2])([OH:35])[C:11]5=[O:12])[CH:14]=3)[CH:20]=2)[C:24]1=[O:28]. The yield is 0.560. (9) The reactants are [CH3:1][S:2][C:3]1[CH:4]=[C:5]([CH2:9][C:10](=[O:15])[CH2:11][N:12]=[N+]=[N-])[CH:6]=[CH:7][CH:8]=1.[Cl:16][Sn]Cl. The catalyst is CCO. The product is [ClH:16].[CH3:1][S:2][C:3]1[CH:4]=[C:5]([CH2:9][C:10](=[O:15])[CH2:11][NH2:12])[CH:6]=[CH:7][CH:8]=1. The yield is 1.00.